Dataset: Reaction yield outcomes from USPTO patents with 853,638 reactions. Task: Predict the reaction yield, written as a fraction of the theoretical maximum amount of product (1.0 means a 100% yield; for example, 0.34 means a 34% yield). (1) The reactants are Br[C:2]1[CH:10]=[CH:9][CH:8]=[C:7]2[C:3]=1[C:4]1([CH2:25][O:24][C:23]3[CH:26]=[C:27]4[C:31](=[CH:32][C:22]1=3)[CH2:30][CH2:29][O:28]4)[C:5](=O)[N:6]2[CH2:11][C:12]1[O:13][C:14]([C:17]([F:20])([F:19])[F:18])=[CH:15][CH:16]=1.[N:33]1[CH:38]=[C:37](B(O)O)[CH:36]=[N:35][CH:34]=1.C(=O)([O-])[O-].[Na+].[Na+]. The catalyst is C1C=CC([P]([Pd]([P](C2C=CC=CC=2)(C2C=CC=CC=2)C2C=CC=CC=2)([P](C2C=CC=CC=2)(C2C=CC=CC=2)C2C=CC=CC=2)[P](C2C=CC=CC=2)(C2C=CC=CC=2)C2C=CC=CC=2)(C2C=CC=CC=2)C2C=CC=CC=2)=CC=1.COCCOC. The product is [N:33]1[CH:38]=[C:37]([C:2]2[CH:10]=[CH:9][CH:8]=[C:7]3[C:3]=2[C:4]2([CH2:25][O:24][C:23]4[CH:26]=[C:27]5[C:31](=[CH:32][C:22]2=4)[CH2:30][CH2:29][O:28]5)[CH2:5][N:6]3[CH2:11][C:12]2[O:13][C:14]([C:17]([F:19])([F:18])[F:20])=[CH:15][CH:16]=2)[CH:36]=[N:35][CH:34]=1. The yield is 0.260. (2) The reactants are C(N(CC)CC)C.[CH:8]([C:10]1[C:18]2[C:13](=[CH:14][CH:15]=[CH:16][CH:17]=2)[N:12](C(OC(C)(C)C)=O)[CH:11]=1)=[O:9].[CH3:26][O:27][C:28]1[CH:29]=[C:30]([CH:41]=[CH:42][CH:43]=1)[N:31]=[CH:32][C:33]1[C:34]([O:39][CH3:40])=[N:35][CH:36]=[CH:37][CH:38]=1. The catalyst is [Cl-].C([N+]1C(C)=C(CCO)SC=1)C1C=CC=CC=1.C(O)C. The product is [NH:12]1[C:13]2[C:18](=[CH:17][CH:16]=[CH:15][CH:14]=2)[C:10]([C:8](=[O:9])[CH:32]([NH:31][C:30]2[CH:41]=[CH:42][CH:43]=[C:28]([O:27][CH3:26])[CH:29]=2)[C:33]2[C:34]([O:39][CH3:40])=[N:35][CH:36]=[CH:37][CH:38]=2)=[CH:11]1. The yield is 0.260. (3) The reactants are [CH3:1][O:2][C:3]1[CH:22]=[CH:21][C:6]([CH2:7][N:8]2[CH:12]=[C:11]([C:13]3[CH:18]=[CH:17][N:16]=[C:15](SC)[N:14]=3)[CH:10]=[N:9]2)=[CH:5][CH:4]=1.C1C=C(Cl)C=C(C(OO)=O)C=1.[NH2:34][C:35]1[C:36]([F:43])=[CH:37][C:38]([CH3:42])=[C:39]([OH:41])[CH:40]=1.C([O-])([O-])=O.[K+].[K+]. The catalyst is ClCCl.CN(C=O)C.O. The product is [CH3:1][O:2][C:3]1[CH:22]=[CH:21][C:6]([CH2:7][N:8]2[CH:12]=[C:11]([C:13]3[CH:18]=[CH:17][N:16]=[C:15]([O:41][C:39]4[C:38]([CH3:42])=[CH:37][C:36]([F:43])=[C:35]([NH2:34])[CH:40]=4)[N:14]=3)[CH:10]=[N:9]2)=[CH:5][CH:4]=1. The yield is 0.840. (4) The reactants are [CH3:1][C:2]1[N:6]([CH:7]([CH3:9])[CH3:8])[C:5]([C:10]2[CH:15]=[CH:14][N:13]=[C:12]([NH:16][CH:17]3[CH2:22][CH2:21][NH:20][CH2:19][CH2:18]3)[N:11]=2)=[CH:4][N:3]=1.[C:23](OC(=O)C)(=[O:25])[CH3:24]. The catalyst is C(Cl)Cl. The product is [CH3:1][C:2]1[N:6]([CH:7]([CH3:9])[CH3:8])[C:5]([C:10]2[CH:15]=[CH:14][N:13]=[C:12]([NH:16][CH:17]3[CH2:18][CH2:19][N:20]([C:23](=[O:25])[CH3:24])[CH2:21][CH2:22]3)[N:11]=2)=[CH:4][N:3]=1. The yield is 0.770. (5) The reactants are [Cl:1][C:2]1[C:3]([N:9]2[CH2:14][CH2:13][N:12]([CH2:15][CH2:16][CH2:17][N:18]3[C:26]4[CH2:25][CH2:24][N:23]([S:27]([CH3:30])(=[O:29])=[O:28])[CH2:22][C:21]=4[C:20]([C:31]4[CH:36]=[CH:35][C:34]([C:37]([F:40])([F:39])[F:38])=[CH:33][CH:32]=4)=[N:19]3)[CH2:11][CH2:10]2)=[C:4]([NH2:8])[CH:5]=[CH:6][CH:7]=1.C[Si]([N:45]=[C:46]=[O:47])(C)C.CO.[CH2:50](Cl)Cl. The catalyst is C(Cl)Cl. The product is [Cl:1][C:2]1[C:3]([N:9]2[CH2:14][CH2:13][N:12]([CH2:15][CH2:16][CH2:17][N:18]3[C:26]4[CH2:25][CH2:24][N:23]([S:27]([CH3:30])(=[O:28])=[O:29])[CH2:22][C:21]=4[C:20]([C:31]4[CH:32]=[CH:33][C:34]([C:37]([F:38])([F:39])[F:40])=[CH:35][CH:36]=4)=[N:19]3)[CH2:11][CH2:10]2)=[C:4]([NH:8][C:46]([NH:45][CH3:50])=[O:47])[CH:5]=[CH:6][CH:7]=1. The yield is 0.220. (6) The reactants are [OH:1][C@@H:2]1[CH2:9][N:8]([CH2:10][CH2:11][CH2:12][CH2:13][N:14]2[CH2:19][CH2:18][NH:17][C@@H:16]([CH3:20])[C:15]2=[O:21])[CH2:7][CH2:6][C:3]21[CH2:5][CH2:4]2.C1([O:28][C:29](=O)[NH:30][C:31]2[CH:32]=[C:33]([C:37]3[CH:42]=[CH:41][CH:40]=[CH:39][CH:38]=3)[CH:34]=[CH:35][CH:36]=2)C=CC=CC=1. The catalyst is C(#N)C. The product is [C:33]1([C:37]2[CH:38]=[CH:39][CH:40]=[CH:41][CH:42]=2)[CH:34]=[CH:35][CH:36]=[C:31]([NH:30][C:29]([N:17]2[CH2:18][CH2:19][N:14]([CH2:13][CH2:12][CH2:11][CH2:10][N:8]3[CH2:7][CH2:6][C:3]4([CH2:4][CH2:5]4)[C@H:2]([OH:1])[CH2:9]3)[C:15](=[O:21])[C@@H:16]2[CH3:20])=[O:28])[CH:32]=1. The yield is 0.830. (7) The reactants are [N+:1]([C:4]1[CH:9]=[CH:8][C:7]([OH:10])=[CH:6][CH:5]=1)([O-:3])=[O:2].C(=O)([O-])[O-].[K+].[K+].Cl.Cl[CH2:19][C:20]1[CH:21]=[N:22][CH:23]=[CH:24][CH:25]=1. The catalyst is CN(C)C=O. The product is [N+:1]([C:4]1[CH:9]=[CH:8][C:7]([O:10][CH2:19][C:20]2[CH:21]=[N:22][CH:23]=[CH:24][CH:25]=2)=[CH:6][CH:5]=1)([O-:3])=[O:2]. The yield is 0.808.